Task: Predict the product of the given reaction.. Dataset: Forward reaction prediction with 1.9M reactions from USPTO patents (1976-2016) (1) Given the reactants [CH2:1]([C:3]1[CH:8]=[CH:7][C:6]([CH:9]2[CH2:14][N:13]([C:15]([N:17]3[CH2:22][CH2:21][O:20][CH2:19][CH2:18]3)=[O:16])[CH2:12][CH:11]([C:23]([OH:25])=O)[CH2:10]2)=[CH:5][CH:4]=1)[CH3:2].[Cl:26][C:27]1[CH:32]=[CH:31][CH:30]=[CH:29][C:28]=1[CH2:33][C:34](=[NH:37])[NH:35]O, predict the reaction product. The product is: [Cl:26][C:27]1[CH:32]=[CH:31][CH:30]=[CH:29][C:28]=1[CH2:33][C:34]1[N:35]=[C:23]([CH:11]2[CH2:10][CH:9]([C:6]3[CH:7]=[CH:8][C:3]([CH2:1][CH3:2])=[CH:4][CH:5]=3)[CH2:14][N:13]([C:15]([N:17]3[CH2:22][CH2:21][O:20][CH2:19][CH2:18]3)=[O:16])[CH2:12]2)[O:25][N:37]=1. (2) Given the reactants [Cl:1][C:2]1[CH:31]=[CH:30][C:5]([CH2:6][N:7]2[C:15]3[C:10](=[CH:11][C:12]([CH:16]=[C:17]4[S:21][C:20]([N:22]5[CH2:28][CH2:27][CH2:26][NH:25][CH2:24][CH2:23]5)=[N:19][C:18]4=[O:29])=[CH:13][CH:14]=3)[CH:9]=[N:8]2)=[C:4]([C:32]([F:35])([F:34])[F:33])[CH:3]=1.Cl[C:37]([O:39][CH2:40][C:41]([F:44])([F:43])[F:42])=[O:38], predict the reaction product. The product is: [F:42][C:41]([F:44])([F:43])[CH2:40][O:39][C:37]([N:25]1[CH2:26][CH2:27][CH2:28][N:22]([C:20]2[S:21][C:17](=[CH:16][C:12]3[CH:11]=[C:10]4[C:15](=[CH:14][CH:13]=3)[N:7]([CH2:6][C:5]3[CH:30]=[CH:31][C:2]([Cl:1])=[CH:3][C:4]=3[C:32]([F:35])([F:34])[F:33])[N:8]=[CH:9]4)[C:18](=[O:29])[N:19]=2)[CH2:23][CH2:24]1)=[O:38]. (3) Given the reactants [C:1]([C:3]([NH:20][C:21](=[O:33])[C:22]1[CH:27]=[CH:26][C:25]([O:28][C:29]([F:32])([F:31])[F:30])=[CH:24][CH:23]=1)([CH3:19])[CH2:4][N:5]1[C:13]([O:14][CH3:15])=[C:12]2[C:7]([CH:8]=[C:9]([N+:16]([O-])=O)[CH:10]=[CH:11]2)=[N:6]1)#[N:2], predict the reaction product. The product is: [NH2:16][C:9]1[CH:10]=[CH:11][C:12]2[C:7]([CH:8]=1)=[N:6][N:5]([CH2:4][C:3]([NH:20][C:21](=[O:33])[C:22]1[CH:23]=[CH:24][C:25]([O:28][C:29]([F:32])([F:30])[F:31])=[CH:26][CH:27]=1)([C:1]#[N:2])[CH3:19])[C:13]=2[O:14][CH3:15]. (4) Given the reactants [Cl:1][C:2]1[CH:7]=[CH:6][C:5]([C:8]([F:11])([F:10])[F:9])=[CH:4][C:3]=1[N:12]([S:24]([C:27]1[CH:32]=[CH:31][C:30](C)=[CH:29][CH:28]=1)(=[O:26])=[O:25])[CH2:13][C:14]([NH:16][CH2:17][C:18]1[CH:23]=[CH:22][N:21]=[CH:20][CH:19]=1)=[O:15].[C:34]1(S(Cl)(=O)=O)C=CC=C[CH:35]=1.CC1C=CC(S(Cl)(=O)=O)=CC=1.C1C2C(=CN=CC=2)CCN1.NCC1C=CN=CC=1, predict the reaction product. The product is: [Cl:1][C:2]1[CH:7]=[CH:6][C:5]([C:8]([F:10])([F:11])[F:9])=[CH:4][C:3]=1[N:12]([CH2:13][C:14]([N:16]1[CH2:35][CH2:34][C:19]2[C:18](=[CH:23][CH:22]=[N:21][CH:20]=2)[CH2:17]1)=[O:15])[S:24]([C:27]1[CH:28]=[CH:29][CH:30]=[CH:31][CH:32]=1)(=[O:26])=[O:25]. (5) Given the reactants N#N.[C:3]([O:7][C:8]([NH:10][C@H:11]([CH2:15][C:16]1[CH:21]=[CH:20][C:19]([O:22][CH2:23][CH3:24])=[CH:18][CH:17]=1)[C:12](O)=O)=[O:9])([CH3:6])([CH3:5])[CH3:4].C(N1CCOCC1)C.CN(C(O[N:41]1N=[N:48][C:43]2[CH:44]=[CH:45][CH:46]=[CH:47][C:42]1=2)=[N+](C)C)C.[B-](F)(F)(F)F.C1(N)C=CC=CC=1N, predict the reaction product. The product is: [NH:41]1[C:42]2[CH:47]=[CH:46][CH:45]=[CH:44][C:43]=2[N:48]=[C:12]1[C@H:11]([NH:10][C:8](=[O:9])[O:7][C:3]([CH3:6])([CH3:5])[CH3:4])[CH2:15][C:16]1[CH:21]=[CH:20][C:19]([O:22][CH2:23][CH3:24])=[CH:18][CH:17]=1. (6) Given the reactants C([O:5][C:6](=[O:31])[CH2:7][CH:8]([N:15]([CH2:24][C:25]1[CH:30]=[CH:29][CH:28]=[CH:27][CH:26]=1)[CH:16]([C:18]1[CH:23]=[CH:22][CH:21]=[CH:20][CH:19]=1)[CH3:17])[CH:9]1[CH2:14][CH2:13][CH2:12][CH2:11][CH2:10]1)(C)(C)C.FC(F)(F)C(O)=O, predict the reaction product. The product is: [CH2:24]([N:15]([CH:16]([C:18]1[CH:23]=[CH:22][CH:21]=[CH:20][CH:19]=1)[CH3:17])[CH:8]([CH:9]1[CH2:14][CH2:13][CH2:12][CH2:11][CH2:10]1)[CH2:7][C:6]([OH:31])=[O:5])[C:25]1[CH:26]=[CH:27][CH:28]=[CH:29][CH:30]=1.